Task: Regression. Given two drug SMILES strings and cell line genomic features, predict the synergy score measuring deviation from expected non-interaction effect.. Dataset: NCI-60 drug combinations with 297,098 pairs across 59 cell lines (1) Drug 1: CS(=O)(=O)C1=CC(=C(C=C1)C(=O)NC2=CC(=C(C=C2)Cl)C3=CC=CC=N3)Cl. Drug 2: B(C(CC(C)C)NC(=O)C(CC1=CC=CC=C1)NC(=O)C2=NC=CN=C2)(O)O. Cell line: T-47D. Synergy scores: CSS=1.68, Synergy_ZIP=-2.10, Synergy_Bliss=2.99, Synergy_Loewe=1.28, Synergy_HSA=1.20. (2) Drug 1: CC1=C(C(=CC=C1)Cl)NC(=O)C2=CN=C(S2)NC3=CC(=NC(=N3)C)N4CCN(CC4)CCO. Drug 2: C(CCl)NC(=O)N(CCCl)N=O. Cell line: NCI/ADR-RES. Synergy scores: CSS=1.30, Synergy_ZIP=-1.86, Synergy_Bliss=-4.36, Synergy_Loewe=-0.241, Synergy_HSA=-4.47. (3) Drug 1: CC1C(C(CC(O1)OC2CC(CC3=C2C(=C4C(=C3O)C(=O)C5=C(C4=O)C(=CC=C5)OC)O)(C(=O)C)O)N)O.Cl. Drug 2: C#CCC(CC1=CN=C2C(=N1)C(=NC(=N2)N)N)C3=CC=C(C=C3)C(=O)NC(CCC(=O)O)C(=O)O. Cell line: SNB-75. Synergy scores: CSS=7.05, Synergy_ZIP=-1.91, Synergy_Bliss=-0.672, Synergy_Loewe=-2.31, Synergy_HSA=-1.29. (4) Drug 1: CCCCCOC(=O)NC1=NC(=O)N(C=C1F)C2C(C(C(O2)C)O)O. Drug 2: CC1=C(C(=CC=C1)Cl)NC(=O)C2=CN=C(S2)NC3=CC(=NC(=N3)C)N4CCN(CC4)CCO. Cell line: SK-MEL-5. Synergy scores: CSS=1.30, Synergy_ZIP=0.389, Synergy_Bliss=0.744, Synergy_Loewe=-3.67, Synergy_HSA=-2.19. (5) Drug 1: CCCS(=O)(=O)NC1=C(C(=C(C=C1)F)C(=O)C2=CNC3=C2C=C(C=N3)C4=CC=C(C=C4)Cl)F. Drug 2: CC1CCC2CC(C(=CC=CC=CC(CC(C(=O)C(C(C(=CC(C(=O)CC(OC(=O)C3CCCCN3C(=O)C(=O)C1(O2)O)C(C)CC4CCC(C(C4)OC)O)C)C)O)OC)C)C)C)OC. Cell line: K-562. Synergy scores: CSS=41.8, Synergy_ZIP=12.2, Synergy_Bliss=12.4, Synergy_Loewe=-12.9, Synergy_HSA=10.7. (6) Drug 1: COC1=C(C=C2C(=C1)N=CN=C2NC3=CC(=C(C=C3)F)Cl)OCCCN4CCOCC4. Drug 2: C1C(C(OC1N2C=NC3=C2NC=NCC3O)CO)O. Cell line: NCI-H522. Synergy scores: CSS=35.3, Synergy_ZIP=0.0873, Synergy_Bliss=0.186, Synergy_Loewe=0.212, Synergy_HSA=1.86. (7) Cell line: HCC-2998. Drug 1: C1=CC(=CC=C1CC(C(=O)O)N)N(CCCl)CCCl.Cl. Drug 2: C1CC(C1)(C(=O)O)C(=O)O.[NH2-].[NH2-].[Pt+2]. Synergy scores: CSS=5.95, Synergy_ZIP=-4.23, Synergy_Bliss=-5.54, Synergy_Loewe=-9.14, Synergy_HSA=-7.69. (8) Drug 1: C1CC(C1)(C(=O)O)C(=O)O.[NH2-].[NH2-].[Pt+2]. Drug 2: B(C(CC(C)C)NC(=O)C(CC1=CC=CC=C1)NC(=O)C2=NC=CN=C2)(O)O. Cell line: SK-OV-3. Synergy scores: CSS=42.3, Synergy_ZIP=-0.484, Synergy_Bliss=0.0196, Synergy_Loewe=-18.5, Synergy_HSA=1.000. (9) Drug 1: CC1C(C(CC(O1)OC2CC(CC3=C2C(=C4C(=C3O)C(=O)C5=C(C4=O)C(=CC=C5)OC)O)(C(=O)C)O)N)O.Cl. Drug 2: C1CN(CCN1C(=O)CCBr)C(=O)CCBr. Cell line: NCI-H522. Synergy scores: CSS=41.7, Synergy_ZIP=-3.17, Synergy_Bliss=0.696, Synergy_Loewe=3.78, Synergy_HSA=4.03.